From a dataset of Catalyst prediction with 721,799 reactions and 888 catalyst types from USPTO. Predict which catalyst facilitates the given reaction. Reactant: [NH:1]1[C:5]2[CH:6]=[CH:7][C:8]([NH2:10])=[CH:9][C:4]=2[N:3]=[CH:2]1.[Br:11][C:12]1[CH:19]=[CH:18][C:15]([CH:16]=O)=[CH:14][CH:13]=1.[O:20]([C:22]#[N:23])[K].Cl.N1C=CC=CC=1.[N+:31]([CH:33]1[CH2:38][CH2:37][CH2:36][CH2:35][CH2:34]1)#[C-:32]. Product: [NH:1]1[C:5]2[CH:6]=[CH:7][C:8]([N:10]3[CH:16]([C:15]4[CH:18]=[CH:19][C:12]([Br:11])=[CH:13][CH:14]=4)[C:32](=[N:31][CH:33]4[CH2:38][CH2:37][CH2:36][CH2:35][CH2:34]4)[NH:23][C:22]3=[O:20])=[CH:9][C:4]=2[N:3]=[CH:2]1. The catalyst class is: 5.